Dataset: Catalyst prediction with 721,799 reactions and 888 catalyst types from USPTO. Task: Predict which catalyst facilitates the given reaction. (1) Reactant: C[Si]([N-][Si](C)(C)C)(C)C.[Li+].[Br:11][C:12]1[CH:13]=[C:14]2[C:18](=[CH:19][CH:20]=1)[NH:17][CH:16]=[CH:15]2.[CH:21]([Si:24](Cl)([CH:28]([CH3:30])[CH3:29])[CH:25]([CH3:27])[CH3:26])([CH3:23])[CH3:22]. Product: [Br:11][C:12]1[CH:13]=[C:14]2[C:18](=[CH:19][CH:20]=1)[N:17]([Si:24]([CH:28]([CH3:30])[CH3:29])([CH:25]([CH3:27])[CH3:26])[CH:21]([CH3:23])[CH3:22])[CH:16]=[CH:15]2. The catalyst class is: 1. (2) Reactant: [CH3:1][C:2]1[N:3]=[C:4]([C:12]2[CH:17]=[CH:16][C:15]([S:18][CH2:19][CH:20]([CH3:22])[CH3:21])=[C:14]([N:23]3[CH:27]=[N:26][N:25]=[N:24]3)[CH:13]=2)[S:5][C:6]=1[C:7]([O:9]CC)=[O:8].O1CCCC1.CO.[OH-].[Na+].Cl. Product: [CH3:1][C:2]1[N:3]=[C:4]([C:12]2[CH:17]=[CH:16][C:15]([S:18][CH2:19][CH:20]([CH3:22])[CH3:21])=[C:14]([N:23]3[CH:27]=[N:26][N:25]=[N:24]3)[CH:13]=2)[S:5][C:6]=1[C:7]([OH:9])=[O:8]. The catalyst class is: 6. (3) Reactant: C1COCC1.[C:6]([O:10][C:11](=[O:38])/[C:12](=[CH:23]/[C:24]1[CH:29]=[CH:28][C:27]([N:30]2[CH:34]=[C:33]([CH3:35])[N:32]=[CH:31]2)=[C:26]([O:36][CH3:37])[CH:25]=1)/[CH2:13][CH2:14][O:15][Si](C(C)(C)C)(C)C)([CH3:9])([CH3:8])[CH3:7].CCCC[N+](CCCC)(CCCC)CCCC.[F-].O. Product: [C:6]([O:10][C:11](=[O:38])/[C:12](=[CH:23]/[C:24]1[CH:29]=[CH:28][C:27]([N:30]2[CH:34]=[C:33]([CH3:35])[N:32]=[CH:31]2)=[C:26]([O:36][CH3:37])[CH:25]=1)/[CH2:13][CH2:14][OH:15])([CH3:9])([CH3:8])[CH3:7]. The catalyst class is: 13. (4) Reactant: [NH2:1][CH2:2][CH2:3][CH2:4][NH:5][C:6]1[CH:11]=[C:10]([C:12]2[CH:17]=[CH:16][CH:15]=[C:14]([CH3:18])[C:13]=2[CH3:19])[N:9]=[C:8]([NH2:20])[N:7]=1.Cl.[CH3:22][N:23]([CH3:28])[CH2:24][C:25](Cl)=[O:26].CCN(CC)CC.CO. Product: [NH2:20][C:8]1[N:7]=[C:6]([NH:5][CH2:4][CH2:3][CH2:2][NH:1][C:25](=[O:26])[CH2:24][N:23]([CH3:28])[CH3:22])[CH:11]=[C:10]([C:12]2[CH:17]=[CH:16][CH:15]=[C:14]([CH3:18])[C:13]=2[CH3:19])[N:9]=1. The catalyst class is: 2. (5) Reactant: [CH3:1][CH:2]1[CH2:7][CH2:6][N:5]([C:8]2[CH:32]=[CH:31][C:11]3[NH:12][C:13]([C:15]4[C:23]5[C:18](=[CH:19][CH:20]=[C:21]([NH2:24])[CH:22]=5)[N:17]([CH:25]5[CH2:30][CH2:29][CH2:28][CH2:27][O:26]5)[N:16]=4)=[N:14][C:10]=3[CH:9]=2)[CH2:4][CH2:3]1.N1(O)C2C=CC=CC=2N=N1.C(Cl)CCl.C(=O)(O)[O-].[Na+].[F:52][C:53]1([F:59])[CH2:55][CH:54]1[C:56](O)=[O:57]. Product: [F:52][C:53]1([F:59])[CH2:55][CH:54]1[C:56]([NH:24][C:21]1[CH:22]=[C:23]2[C:18](=[CH:19][CH:20]=1)[N:17]([CH:25]1[CH2:30][CH2:29][CH2:28][CH2:27][O:26]1)[N:16]=[C:15]2[C:13]1[NH:12][C:11]2[CH:31]=[CH:32][C:8]([N:5]3[CH2:6][CH2:7][CH:2]([CH3:1])[CH2:3][CH2:4]3)=[CH:9][C:10]=2[N:14]=1)=[O:57]. The catalyst class is: 3. (6) Product: [CH2:2]([NH:4]/[C:7](/[S:6][CH3:5])=[C:8](\[C:11]1[CH:16]=[CH:15][CH:14]=[CH:13][N:12]=1)/[C:9]#[N:10])[CH3:3]. The catalyst class is: 8. Reactant: O.[CH2:2]([NH2:4])[CH3:3].[CH3:5][S:6][C:7](SC)=[C:8]([C:11]1[CH:16]=[CH:15][CH:14]=[CH:13][N:12]=1)[C:9]#[N:10].